Dataset: Reaction yield outcomes from USPTO patents with 853,638 reactions. Task: Predict the reaction yield, written as a fraction of the theoretical maximum amount of product (1.0 means a 100% yield; for example, 0.34 means a 34% yield). (1) The reactants are Cl[C:2]1[CH:7]=[CH:6][N:5]2[N:8]=[CH:9][C:10]([C:11]([O:13][CH2:14][CH3:15])=[O:12])=[C:4]2[N:3]=1.[F:16][C:17]1[CH:18]=[N:19][CH:20]=[C:21]([CH:23]2[CH2:27][CH2:26][CH2:25][NH:24]2)[CH:22]=1.[F-].[K+].O. The catalyst is CS(C)=O. The product is [F:16][C:17]1[CH:22]=[C:21]([CH:23]2[CH2:27][CH2:26][CH2:25][N:24]2[C:2]2[CH:7]=[CH:6][N:5]3[N:8]=[CH:9][C:10]([C:11]([O:13][CH2:14][CH3:15])=[O:12])=[C:4]3[N:3]=2)[CH:20]=[N:19][CH:18]=1. The yield is 0.930. (2) The reactants are [Cl:1][C:2]1[N:3]=[C:4]([C:9]([NH:11][C@H:12]2[CH2:17][CH2:16][N:15]([C:18]3[S:19][C:20]([C:23]([O:25]CC)=[O:24])=[CH:21][N:22]=3)[CH2:14][C@H:13]2[O:28][CH2:29][CH2:30][F:31])=[O:10])[NH:5][C:6]=1[CH2:7][CH3:8].[OH-].[Li+].CO. The catalyst is C1COCC1. The product is [Cl:1][C:2]1[N:3]=[C:4]([C:9]([NH:11][C@H:12]2[CH2:17][CH2:16][N:15]([C:18]3[S:19][C:20]([C:23]([OH:25])=[O:24])=[CH:21][N:22]=3)[CH2:14][C@H:13]2[O:28][CH2:29][CH2:30][F:31])=[O:10])[NH:5][C:6]=1[CH2:7][CH3:8]. The yield is 0.720. (3) The reactants are C(OC([N:8]1[CH2:13][CH2:12][N:11]([C:14]2[N:19]=[C:18]([C:20]3[CH:25]=[CH:24][N:23]=[C:22]([NH:26][CH:27]4[CH2:32][CH2:31][CH2:30][CH2:29][CH2:28]4)[CH:21]=3)[C:17]([C:33]3[CH:38]=[CH:37][CH:36]=[CH:35][CH:34]=3)=[C:16]([C:39](=[O:41])[NH2:40])[CH:15]=2)[CH2:10][CH2:9]1)=O)(C)(C)C.C(O)(C(F)(F)F)=O. The catalyst is C(Cl)Cl. The product is [CH:27]1([NH:26][C:22]2[CH:21]=[C:20]([C:18]3[C:17]([C:33]4[CH:38]=[CH:37][CH:36]=[CH:35][CH:34]=4)=[C:16]([C:39]([NH2:40])=[O:41])[CH:15]=[C:14]([N:11]4[CH2:12][CH2:13][NH:8][CH2:9][CH2:10]4)[N:19]=3)[CH:25]=[CH:24][N:23]=2)[CH2:32][CH2:31][CH2:30][CH2:29][CH2:28]1. The yield is 0.700. (4) The reactants are Br[C:2]1[CH:15]=[CH:14][C:13]2[C:4](=[C:5]([C:22]3[CH:27]=[CH:26][CH:25]=[CH:24][CH:23]=3)[C:6]3[C:11]([C:12]=2[C:16]2[CH:21]=[CH:20][CH:19]=[CH:18][CH:17]=2)=[CH:10][CH:9]=[CH:8][CH:7]=3)[CH:3]=1.[C:28]1([NH:38][C:39]2[CH:40]=[CH:41][C:42]3[N:43]([C:52]4[CH:57]=[CH:56][CH:55]=[CH:54][CH:53]=4)[C:44]4[C:49]([C:50]=3[CH:51]=2)=[CH:48][CH:47]=[CH:46][CH:45]=4)[C:37]2[C:32](=[CH:33][CH:34]=[CH:35][CH:36]=2)[CH:31]=[CH:30][CH:29]=1.CC(C)([O-])C.[Na+].C(P(C(C)(C)C)C(C)(C)C)(C)(C)C. The catalyst is C1(C)C=CC=CC=1. The product is [C:28]1([N:38]([C:2]2[CH:15]=[CH:14][C:13]3[C:4](=[C:5]([C:22]4[CH:27]=[CH:26][CH:25]=[CH:24][CH:23]=4)[C:6]4[C:11]([C:12]=3[C:16]3[CH:21]=[CH:20][CH:19]=[CH:18][CH:17]=3)=[CH:10][CH:9]=[CH:8][CH:7]=4)[CH:3]=2)[C:39]2[CH:40]=[CH:41][C:42]3[N:43]([C:52]4[CH:53]=[CH:54][CH:55]=[CH:56][CH:57]=4)[C:44]4[C:49]([C:50]=3[CH:51]=2)=[CH:48][CH:47]=[CH:46][CH:45]=4)[C:37]2[C:32](=[CH:33][CH:34]=[CH:35][CH:36]=2)[CH:31]=[CH:30][CH:29]=1. The yield is 0.420. (5) The reactants are [NH2:1][C:2](=[O:31])[CH2:3][N:4]([C:9]1[CH:10]=[C:11]([CH:26]=[CH:27][C:28]=1[O:29][CH3:30])[C:12]([O:14][CH2:15][C:16]([O:18]CC1C=CC=CC=1)=[O:17])=[O:13])[S:5]([CH3:8])(=[O:7])=[O:6]. The catalyst is CO.[Pd]. The product is [NH2:1][C:2](=[O:31])[CH2:3][N:4]([C:9]1[CH:10]=[C:11]([CH:26]=[CH:27][C:28]=1[O:29][CH3:30])[C:12]([O:14][CH2:15][C:16]([OH:18])=[O:17])=[O:13])[S:5]([CH3:8])(=[O:6])=[O:7]. The yield is 0.900.